Dataset: Full USPTO retrosynthesis dataset with 1.9M reactions from patents (1976-2016). Task: Predict the reactants needed to synthesize the given product. (1) Given the product [Cl:1][C:2]1[CH:7]=[C:6]([Cl:8])[CH:5]=[CH:4][C:3]=1[C@H:9]([N:11]1[C:19]2[C:14](=[CH:15][CH:16]=[C:17]([N:20]3[CH2:25][CH2:24][N:23]([C:39]([C@H:35]4[CH2:36][CH2:37][CH2:38][NH:34]4)=[O:40])[C@H:22]([CH3:26])[CH2:21]3)[CH:18]=2)[CH:13]=[N:12]1)[CH3:10], predict the reactants needed to synthesize it. The reactants are: [Cl:1][C:2]1[CH:7]=[C:6]([Cl:8])[CH:5]=[CH:4][C:3]=1[C@H:9]([N:11]1[C:19]2[C:14](=[CH:15][CH:16]=[C:17]([N:20]3[CH2:25][CH2:24][NH:23][C@H:22]([CH3:26])[CH2:21]3)[CH:18]=2)[CH:13]=[N:12]1)[CH3:10].C(OC([N:34]1[CH2:38][CH2:37][CH2:36][C@@H:35]1[C:39](O)=[O:40])=O)(C)(C)C.CN(C(ON1N=NC2C=CC=NC1=2)=[N+](C)C)C.F[P-](F)(F)(F)(F)F.CCN(CC)CC. (2) Given the product [CH3:1][C:2]1[O:6][C:5]([C:7]2[CH:12]=[CH:11][C:10]([C:13]([F:16])([F:15])[F:14])=[CH:9][CH:8]=2)=[N:4][C:3]=1[CH2:17][O:18][C:19]1[CH:24]=[CH:23][C:22]([S:25]([Cl:37])(=[O:28])=[O:26])=[CH:21][CH:20]=1, predict the reactants needed to synthesize it. The reactants are: [CH3:1][C:2]1[O:6][C:5]([C:7]2[CH:12]=[CH:11][C:10]([C:13]([F:16])([F:15])[F:14])=[CH:9][CH:8]=2)=[N:4][C:3]=1[CH2:17][O:18][C:19]1[CH:24]=[CH:23][C:22]([S:25]([OH:28])(=O)=[O:26])=[CH:21][CH:20]=1.[Na].CN(C)C=O.S(Cl)([Cl:37])=O. (3) The reactants are: O[C@@H:2]1[CH2:6][N:5]([C:7]([O:9][C:10]([CH3:13])([CH3:12])[CH3:11])=[O:8])[C@@H:4]([CH2:14][O:15][CH2:16][CH2:17][CH2:18][O:19][C:20]2[CH:25]=[CH:24][CH:23]=[CH:22][CH:21]=2)[CH2:3]1.C(N(CC)CC)C.S(Cl)(C)(=O)=O.[N-:38]=[N+:39]=[N-:40]. Given the product [N:38]([C@H:2]1[CH2:6][N:5]([C:7]([O:9][C:10]([CH3:13])([CH3:12])[CH3:11])=[O:8])[C@@H:4]([CH2:14][O:15][CH2:16][CH2:17][CH2:18][O:19][C:20]2[CH:25]=[CH:24][CH:23]=[CH:22][CH:21]=2)[CH2:3]1)=[N+:39]=[N-:40], predict the reactants needed to synthesize it. (4) Given the product [Br:12][C:2]1[S:3][CH:4]=[C:5]([C:7]([O:9][CH2:10][CH3:11])=[O:8])[N:6]=1, predict the reactants needed to synthesize it. The reactants are: N[C:2]1[S:3][CH:4]=[C:5]([C:7]([O:9][CH2:10][CH3:11])=[O:8])[N:6]=1.[Br-:12].[Na+].S(=O)(=O)(O)O.[N+]([O-])([O-])=O.[Na+]. (5) Given the product [O:27]1[CH2:28][CH2:29][O:30][C:25]2[CH:24]=[C:23]([CH2:22][NH:20][C:21]3[N:7]4[C:2]([CH3:1])=[CH:3][CH:4]=[CH:5][C:6]4=[N:8][C:10]=3[C:11]3[CH:19]=[CH:18][C:16]([OH:17])=[C:13]([O:14][CH3:15])[CH:12]=3)[CH:32]=[CH:31][C:26]1=2, predict the reactants needed to synthesize it. The reactants are: [CH3:1][C:2]1[N:7]=[C:6]([NH2:8])[CH:5]=[CH:4][CH:3]=1.O=[CH:10][C:11]1[CH:19]=[CH:18][C:16]([OH:17])=[C:13]([O:14][CH3:15])[CH:12]=1.[N+:20]([CH2:22][C:23]1[CH:32]=[CH:31][C:26]2[O:27][CH2:28][CH2:29][O:30][C:25]=2[CH:24]=1)#[C-:21].